From a dataset of B-cell epitopes from PDB crystal structures with 447 antigens. Token-level Classification. Given an antigen amino acid sequence, predict which amino acid positions are active epitope sites capable of antibody binding. Output is a list of indices for active positions. (1) Given the antigen sequence: IVSLLGIKVLNNPAKFTDPYEFEITFECLESLKHDLEWKLTYVGSSRSLDHDQELDSILVGPVPVGVNKFVFSADPPSAELIPASELVSVTVILLSCSYDGREFVRVGYYVNNEYDEEELRENPPAKVQVDHIVRNILAEKPRVTRFNIVWDN, which amino acid positions are active epitope sites? The epitope positions are: [7, 8, 9, 10, 11, 12, 13, 14, 15, 16, 17, 18, 20, 21, 22, 24, 25, 26, 57, 60... (34 total positions)]. The amino acids at these positions are: KVLNNPAKFTDPEFETFEIGPPVNKFVFSA.... (2) Given the antigen sequence: RRRQLIRQLLERDKTPLAILFMAAVVGTLVGLAAVAFDKGVAWLQNQRMGALVHTADNYPLLLTVAFLCSAVLAMFGYFLVRKYAPEAGGSGIPEIEGALEDQRPVRWWRVLPVKFFGGLGTLGGGMVLGRAGPTVQIGGNIGRMVLDIFRLKGDEARHTLLATGAAAGLAAAFNAPLAGILFIIEEMRPQFRYTLISIKAVFIGVIMSTIMYRIFNHEVALIDVGKLSDAPLNTLWLYLILGIIFGIFGPIFNKWVLGMQDLLHRVHGGNITKWVLMGGAIGGLCGLLGFVAPATSGGGFNLIPIATAGNFSMGMLVFIFVARVITTLLCFSSGAPGGIFAPMLALGTVLGTAFGMVAVELFPQYHLEAGTFAIAGMGALLAASIRAPLTGIILVLEMTDNYQLILPMIITGLGATLLAQFTGGKPLYSAILARTLAKQEAEQ, which amino acid positions are active epitope sites? The epitope positions are: [213, 214, 216, 217, 218, 226, 229, 231, 232, 233, 363, 364, 365, 366]. The amino acids at these positions are: RINHEKDPLNPQYH. (3) Given the antigen sequence: TENFNMWKNNMVEQMHEDIISLWDQSLKPCVKLTGGSVITQACPKVSFEPIPIHYCAPAGFAILKCNDKKFNGTGPCTNVSTVQCTHGIRPVVSTQLLLNGSLAEEEIVIRSENFTNNAKTIIVQLNESVVINCTRPNNRQAHCNLSKTQWENTLEQIAIKLKEQFGNNKTIIFNPSSGGDPEIVTHSFNCGGEFFYCNSTQLFTWNDRNITLPCRIKQIINMWQEVGKAMYAPPIRGQIRCSSNITGLLLTRDGGKDTNGTEIFRPGGGDMRDNWRSELYKYKVVKIE, which amino acid positions are active epitope sites? The epitope positions are: [19, 22, 47, 92, 94, 118, 177, 178, 179, 180, 182, 183, 187, 188, 194, 196, 217, 220, 222, 225... (24 total positions)]. The amino acids at these positions are: IWFVTASGGDEISFFYKIMEGDMR.